From a dataset of Reaction yield outcomes from USPTO patents with 853,638 reactions. Predict the reaction yield, written as a fraction of the theoretical maximum amount of product (1.0 means a 100% yield; for example, 0.34 means a 34% yield). The reactants are [NH2:1][C:2]1[CH:3]=[C:4]([CH:13]=[CH:14][CH:15]=1)[C:5]([NH:7][CH2:8][CH2:9][C:10](=[O:12])[NH2:11])=[O:6].CN(C)C=O.[C:21](N1C=CN=C1)(N1C=CN=C1)=[S:22].[N:33](=[C:35]([C:37]1[C:41]([OH:42])=[C:40]([C:43]2[CH:48]=[CH:47][C:46]([C:49]([F:52])([F:51])[F:50])=[CH:45][CH:44]=2)[N:39]([CH3:53])[N:38]=1)[CH3:36])[NH2:34]. The catalyst is O. The product is [C:10]([CH2:9][CH2:8][NH:7][C:5](=[O:6])[C:4]1[CH:13]=[CH:14][CH:15]=[C:2]([NH:1][C:21]([NH:34][N:33]=[C:35]([C:37]2[C:41]([OH:42])=[C:40]([C:43]3[CH:44]=[CH:45][C:46]([C:49]([F:52])([F:51])[F:50])=[CH:47][CH:48]=3)[N:39]([CH3:53])[N:38]=2)[CH3:36])=[S:22])[CH:3]=1)(=[O:12])[NH2:11]. The yield is 1.00.